From a dataset of Full USPTO retrosynthesis dataset with 1.9M reactions from patents (1976-2016). Predict the reactants needed to synthesize the given product. (1) Given the product [Cl:8][CH2:9][C:10]([C:22]1[C:18]2[CH:17]=[C:16]([CH3:15])[CH:24]=[CH:23][C:19]=2[S:20][CH:21]=1)=[O:11], predict the reactants needed to synthesize it. The reactants are: [Cl-].[Cl-].[Cl-].[Al+3].C(=O)=O.[Cl:8][C:9](Cl)(Cl)[C:10](Cl)=[O:11].[CH3:15][C:16]1[CH:24]=[CH:23][C:19]2[S:20][CH:21]=[CH:22][C:18]=2[CH:17]=1.Cl. (2) Given the product [C:28]([C:24]1[CH:23]=[C:22]([CH2:21][CH2:20][C:19]2[C:3]3[C:4](=[O:18])[N:5]([C:12]4[CH:17]=[CH:16][CH:15]=[CH:14][CH:13]=4)[C:6]4[N:7]=[CH:8][CH:9]=[CH:10][C:11]=4[C:2]=3[NH:33][N:32]=2)[CH:27]=[CH:26][CH:25]=1)#[N:29], predict the reactants needed to synthesize it. The reactants are: O[C:2]1[C:11]2[C:6](=[N:7][CH:8]=[CH:9][CH:10]=2)[N:5]([C:12]2[CH:17]=[CH:16][CH:15]=[CH:14][CH:13]=2)[C:4](=[O:18])[C:3]=1[C:19](=O)[CH2:20][CH2:21][C:22]1[CH:27]=[CH:26][CH:25]=[C:24]([C:28]#[N:29])[CH:23]=1.O.[NH2:32][NH2:33]. (3) Given the product [C:48]([CH2:47][O:1][C:2]1[CH:7]=[C:6]([C:8]([F:11])([F:9])[F:10])[CH:5]=[CH:4][C:3]=1[C:12]1[C:21]2[C:16](=[CH:17][C:18]([S:22]([N:25]([CH2:31][C:32]3[CH:33]=[CH:34][C:35]([O:38][CH3:39])=[CH:36][CH:37]=3)[C:26]3[S:27][CH:28]=[CH:29][N:30]=3)(=[O:24])=[O:23])=[CH:19][CH:20]=2)[CH:15]=[CH:14][N:13]=1)#[N:49], predict the reactants needed to synthesize it. The reactants are: [OH:1][C:2]1[CH:7]=[C:6]([C:8]([F:11])([F:10])[F:9])[CH:5]=[CH:4][C:3]=1[C:12]1[C:21]2[C:16](=[CH:17][C:18]([S:22]([N:25]([CH2:31][C:32]3[CH:37]=[CH:36][C:35]([O:38][CH3:39])=[CH:34][CH:33]=3)[C:26]3[S:27][CH:28]=[CH:29][N:30]=3)(=[O:24])=[O:23])=[CH:19][CH:20]=2)[CH:15]=[CH:14][N:13]=1.C([O-])([O-])=O.[Cs+].[Cs+].Br[CH2:47][C:48]#[N:49].